This data is from NCI-60 drug combinations with 297,098 pairs across 59 cell lines. The task is: Regression. Given two drug SMILES strings and cell line genomic features, predict the synergy score measuring deviation from expected non-interaction effect. (1) Synergy scores: CSS=19.9, Synergy_ZIP=-4.55, Synergy_Bliss=-6.21, Synergy_Loewe=-17.8, Synergy_HSA=-6.33. Drug 1: CC1=C2C(C(=O)C3(C(CC4C(C3C(C(C2(C)C)(CC1OC(=O)C(C(C5=CC=CC=C5)NC(=O)OC(C)(C)C)O)O)OC(=O)C6=CC=CC=C6)(CO4)OC(=O)C)OC)C)OC. Cell line: SK-MEL-5. Drug 2: C1CCC(CC1)NC(=O)N(CCCl)N=O. (2) Drug 1: CCC1(CC2CC(C3=C(CCN(C2)C1)C4=CC=CC=C4N3)(C5=C(C=C6C(=C5)C78CCN9C7C(C=CC9)(C(C(C8N6C)(C(=O)OC)O)OC(=O)C)CC)OC)C(=O)OC)O.OS(=O)(=O)O. Drug 2: COC1=C2C(=CC3=C1OC=C3)C=CC(=O)O2. Cell line: NCI-H522. Synergy scores: CSS=7.97, Synergy_ZIP=-9.06, Synergy_Bliss=-11.9, Synergy_Loewe=-11.7, Synergy_HSA=-11.5.